This data is from Reaction yield outcomes from USPTO patents with 853,638 reactions. The task is: Predict the reaction yield, written as a fraction of the theoretical maximum amount of product (1.0 means a 100% yield; for example, 0.34 means a 34% yield). (1) The reactants are [C:1]([O:5][C:6]([N:8]1[CH2:12][C:11]([F:14])([F:13])[CH2:10][CH:9]1[CH2:15][OH:16])=[O:7])([CH3:4])([CH3:3])[CH3:2].CCN(CC)CC.CS(C)=O. The catalyst is C(Cl)Cl. The product is [C:1]([O:5][C:6]([N:8]1[CH2:12][C:11]([F:13])([F:14])[CH2:10][CH:9]1[CH:15]=[O:16])=[O:7])([CH3:4])([CH3:3])[CH3:2]. The yield is 0.670. (2) The reactants are [OH:1][C:2]1[CH:3]=[C:4]2[C:9](=[CH:10][CH:11]=1)[CH:8]=[C:7]([C:12]([OH:14])=O)[CH:6]=[CH:5]2.C(N(CC)CC)C.Cl.CN(C)CCCN=C=NCC.[CH2:34]([N:41]1[CH2:46][CH2:45][CH:44]([NH2:47])[CH2:43][CH2:42]1)[C:35]1[CH:40]=[CH:39][CH:38]=[CH:37][CH:36]=1. The catalyst is O. The product is [CH2:34]([N:41]1[CH2:46][CH2:45][CH:44]([NH:47][C:12]([C:7]2[CH:6]=[CH:5][C:4]3[C:9](=[CH:10][CH:11]=[C:2]([OH:1])[CH:3]=3)[CH:8]=2)=[O:14])[CH2:43][CH2:42]1)[C:35]1[CH:36]=[CH:37][CH:38]=[CH:39][CH:40]=1. The yield is 0.800. (3) The reactants are C([Li])CCC.Br[C:7]1[CH:12]=[CH:11][C:10]([F:13])=[CH:9][N:8]=1.CN([CH:17]=[O:18])C.[BH4-].[Na+]. The product is [F:13][C:10]1[CH:11]=[CH:12][C:7]([CH2:17][OH:18])=[N:8][CH:9]=1. The catalyst is C1(C)C=CC=CC=1. The yield is 0.910. (4) The reactants are C(OC([N:8]1[CH2:12][CH:11]([O:13][C:14]2[CH:23]=[C:22]3[C:17]([C:18](Cl)=[N:19][CH:20]=[N:21]3)=[CH:16][C:15]=2[O:25][CH3:26])[CH2:10][CH:9]1[C:27](=[O:31])[N:28]([CH3:30])[CH3:29])=O)(C)(C)C.[Cl:32][C:33]1[CH:34]=[C:35]([CH:37]=[CH:38][C:39]=1[F:40])[NH2:36].Cl. The catalyst is C(O)(C)C.O1CCOCC1. The product is [Cl:32][C:33]1[CH:34]=[C:35]([NH:36][C:18]2[C:17]3[C:22](=[CH:23][C:14]([O:13][C@@H:11]4[CH2:12][NH:8][C@H:9]([C:27]([N:28]([CH3:29])[CH3:30])=[O:31])[CH2:10]4)=[C:15]([O:25][CH3:26])[CH:16]=3)[N:21]=[CH:20][N:19]=2)[CH:37]=[CH:38][C:39]=1[F:40]. The yield is 0.480.